This data is from Reaction yield outcomes from USPTO patents with 853,638 reactions. The task is: Predict the reaction yield, written as a fraction of the theoretical maximum amount of product (1.0 means a 100% yield; for example, 0.34 means a 34% yield). (1) The reactants are [CH2:1]([C@@:4]1([C:27]2[CH:32]=[CH:31][C:30]([F:33])=[CH:29][CH:28]=2)[O:9][C:8](=[O:10])[N:7]([C@H:11]([C:13]2[CH:18]=[CH:17][C:16]([C:19]3[C:20](=[O:26])[N:21]([CH3:25])[CH:22]=[CH:23][CH:24]=3)=[CH:15][CH:14]=2)[CH3:12])[CH2:6][CH2:5]1)[CH:2]=[CH2:3].C(BC(C(C)C)C)(C(C)C)C.C1C[O:48]CC1. No catalyst specified. The product is [F:33][C:30]1[CH:31]=[CH:32][C:27]([C@:4]2([CH2:1][CH2:2][CH2:3][OH:48])[O:9][C:8](=[O:10])[N:7]([C@H:11]([C:13]3[CH:14]=[CH:15][C:16]([C:19]4[C:20](=[O:26])[N:21]([CH3:25])[CH:22]=[CH:23][CH:24]=4)=[CH:17][CH:18]=3)[CH3:12])[CH2:6][CH2:5]2)=[CH:28][CH:29]=1. The yield is 0.300. (2) The reactants are [C:1]([NH:4][CH2:5][C@@H:6]1[O:10][C:9](=[O:11])[N:8]([C:12]2[CH:17]=[CH:16][C:15]([C:18]([O:20]C3C(F)=C(F)C(F)=C(F)C=3F)=O)=[C:14]([F:32])[CH:13]=2)[CH2:7]1)(=[S:3])[CH3:2].[CH3:33][NH2:34]. No catalyst specified. The product is [C:1]([NH:4][CH2:5][C@@H:6]1[O:10][C:9](=[O:11])[N:8]([C:12]2[CH:17]=[CH:16][C:15]([C:18]([NH:34][CH3:33])=[O:20])=[C:14]([F:32])[CH:13]=2)[CH2:7]1)(=[S:3])[CH3:2]. The yield is 0.800.